From a dataset of Full USPTO retrosynthesis dataset with 1.9M reactions from patents (1976-2016). Predict the reactants needed to synthesize the given product. (1) Given the product [CH2:30]([O:32][C:33]([C:35]1([C:38]2[CH:43]=[CH:42][C:41]([C:2]3[CH:7]=[CH:6][C:5]([C:8]4[O:12][N:11]=[C:10]([CH3:13])[C:9]=4[NH:14][C:15]([NH:17][CH2:18][C:19]4[CH:24]=[C:23]([C:25]([F:26])([F:27])[F:28])[CH:22]=[CH:21][C:20]=4[F:29])=[O:16])=[CH:4][CH:3]=3)=[CH:40][CH:39]=2)[CH2:36][CH2:37]1)=[O:34])[CH3:31], predict the reactants needed to synthesize it. The reactants are: Br[C:2]1[CH:7]=[CH:6][C:5]([C:8]2[O:12][N:11]=[C:10]([CH3:13])[C:9]=2[NH:14][C:15]([NH:17][CH2:18][C:19]2[CH:24]=[C:23]([C:25]([F:28])([F:27])[F:26])[CH:22]=[CH:21][C:20]=2[F:29])=[O:16])=[CH:4][CH:3]=1.[CH2:30]([O:32][C:33]([C:35]1([C:38]2[CH:43]=[CH:42][C:41](B3OC(C)(C)C(C)(C)O3)=[CH:40][CH:39]=2)[CH2:37][CH2:36]1)=[O:34])[CH3:31]. (2) Given the product [N:23]1([CH2:22][CH2:21][CH2:20][NH:19][C:14]([C:13]2[CH:8]([C:4]3[CH:5]=[CH:6][CH:7]=[C:2]([Cl:1])[CH:3]=3)[NH:9][C:10](=[O:18])[NH:11][C:12]=2[CH3:17])=[O:16])[CH:27]=[CH:26][N:25]=[CH:24]1, predict the reactants needed to synthesize it. The reactants are: [Cl:1][C:2]1[CH:3]=[C:4]([CH:8]2[C:13]([C:14]([OH:16])=O)=[C:12]([CH3:17])[NH:11][C:10](=[O:18])[NH:9]2)[CH:5]=[CH:6][CH:7]=1.[NH2:19][CH2:20][CH2:21][CH2:22][N:23]1[CH:27]=[CH:26][N:25]=[CH:24]1.CCN=C=NCCCN(C)C.Cl. (3) The reactants are: [C:1]([C:3]1[C:11]2[C:6](=[CH:7][CH:8]=[C:9]([CH2:12][CH2:13][N:14]=[N+]=[N-])[CH:10]=2)[NH:5][CH:4]=1)#[N:2].C1(P([C:30]2[CH:35]=[CH:34]C=CC=2)C2C=CC=CC=2)C=CC=CC=1.[C:36](=O)([OH:38])[O-:37].[Na+].Cl[C:42]([O:44][CH2:45][CH:46]=[CH2:47])=[O:43]. Given the product [CH2:45]([O:44][C:42]([N:5]1[C:6]2[C:11](=[CH:10][C:9]([CH2:12][CH2:13][NH:14][C:36]([O:38][CH2:34][CH:35]=[CH2:30])=[O:37])=[CH:8][CH:7]=2)[C:3]([C:1]#[N:2])=[CH:4]1)=[O:43])[CH:46]=[CH2:47], predict the reactants needed to synthesize it.